Dataset: Forward reaction prediction with 1.9M reactions from USPTO patents (1976-2016). Task: Predict the product of the given reaction. (1) Given the reactants [NH2:1][C:2]1[CH:3]=[CH:4][C:5]([F:19])=[C:6]([C@:8]2([CH3:18])[C:14]([F:16])([F:15])[CH2:13][O:12][CH2:11][C:10]([NH2:17])=[N:9]2)[CH:7]=1.[Cl:20][C:21]1[C:22]([CH:29]=O)=[N:23][N:24]([CH:26]([F:28])[F:27])[CH:25]=1, predict the reaction product. The product is: [Cl:20][C:21]1[C:22]([CH2:29][NH:1][C:2]2[CH:3]=[CH:4][C:5]([F:19])=[C:6]([C@:8]3([CH3:18])[C:14]([F:15])([F:16])[CH2:13][O:12][CH2:11][C:10]([NH2:17])=[N:9]3)[CH:7]=2)=[N:23][N:24]([CH:26]([F:28])[F:27])[CH:25]=1. (2) Given the reactants [CH3:1][C:2]1[N:6]=[C:5]([C:7]2[S:11][C:10]([NH2:12])=[N:9][C:8]=2[C:13]2[CH:18]=[CH:17][CH:16]=[CH:15][CH:14]=2)[O:4][N:3]=1.[C:19](Cl)(=[O:26])[C:20]1[CH:25]=[CH:24][CH:23]=[CH:22][CH:21]=1, predict the reaction product. The product is: [CH3:1][C:2]1[N:6]=[C:5]([C:7]2[S:11][C:10]([NH:12][C:19](=[O:26])[C:20]3[CH:25]=[CH:24][CH:23]=[CH:22][CH:21]=3)=[N:9][C:8]=2[C:13]2[CH:14]=[CH:15][CH:16]=[CH:17][CH:18]=2)[O:4][N:3]=1. (3) Given the reactants Br[C:2]1[CH:3]=[C:4]2[C:8](=[C:9]([C:11]([NH2:13])=[O:12])[CH:10]=1)[NH:7][CH:6]=[C:5]2[CH:14]1[CH2:19][CH2:18][N:17]([S:20]([CH2:23][CH3:24])(=[O:22])=[O:21])[CH2:16][CH2:15]1.CO[C:27]1[CH:32]=[CH:31][N:30]=[CH:29][C:28]=1B(O)O.[C:36](=O)([O-])[O-:37].[K+].[K+], predict the reaction product. The product is: [CH2:23]([S:20]([N:17]1[CH2:18][CH2:19][CH:14]([C:5]2[C:4]3[C:8](=[C:9]([C:11]([NH2:13])=[O:12])[CH:10]=[C:2]([C:32]4[CH:31]=[N:30][C:29]([O:37][CH3:36])=[CH:28][CH:27]=4)[CH:3]=3)[NH:7][CH:6]=2)[CH2:15][CH2:16]1)(=[O:22])=[O:21])[CH3:24]. (4) Given the reactants [F:1][C:2]1[CH:3]=[C:4]2[C:8](=[CH:9][CH:10]=1)[C:7](=[O:11])[CH2:6][CH2:5]2.CO.[BH4-].[Na+], predict the reaction product. The product is: [F:1][C:2]1[CH:3]=[C:4]2[C:8](=[CH:9][CH:10]=1)[CH:7]([OH:11])[CH2:6][CH2:5]2. (5) Given the reactants [Cl:1][C:2]1[C:3]2[NH:10][CH:9]=[C:8]([C:11]([O:13][CH2:14][CH3:15])=[O:12])[C:4]=2[N:5]=[CH:6][N:7]=1.[CH3:16]N(C)C=O.[H-].[Na+].CI, predict the reaction product. The product is: [Cl:1][C:2]1[C:3]2[N:10]([CH3:16])[CH:9]=[C:8]([C:11]([O:13][CH2:14][CH3:15])=[O:12])[C:4]=2[N:5]=[CH:6][N:7]=1.